From a dataset of Forward reaction prediction with 1.9M reactions from USPTO patents (1976-2016). Predict the product of the given reaction. Given the reactants [Cl:1][C:2]1[C:11]([CH:12]=O)=[CH:10][C:9]2[C:4](=[CH:5][C:6]([F:15])=[CH:7][C:8]=2[F:14])[N:3]=1.[CH3:16][C:17]([S@:20]([NH2:22])=[O:21])([CH3:19])[CH3:18].O, predict the reaction product. The product is: [Cl:1][C:2]1[C:11](/[CH:12]=[N:22]/[S@@:20]([C:17]([CH3:19])([CH3:18])[CH3:16])=[O:21])=[CH:10][C:9]2[C:4](=[CH:5][C:6]([F:15])=[CH:7][C:8]=2[F:14])[N:3]=1.